Task: Predict the reactants needed to synthesize the given product.. Dataset: Full USPTO retrosynthesis dataset with 1.9M reactions from patents (1976-2016) Given the product [ClH:18].[CH2:1]([N:8]1[CH2:9][CH2:10][CH:11]([C:14]([OH:16])=[O:15])[CH2:12][CH2:13]1)[C:2]1[CH:3]=[CH:4][CH:5]=[CH:6][CH:7]=1, predict the reactants needed to synthesize it. The reactants are: [CH2:1]([N:8]1[CH2:13][CH2:12][CH:11]([C:14]([O:16]C)=[O:15])[CH2:10][CH2:9]1)[C:2]1[CH:7]=[CH:6][CH:5]=[CH:4][CH:3]=1.[ClH:18].